Dataset: CYP1A2 inhibition data for predicting drug metabolism from PubChem BioAssay. Task: Regression/Classification. Given a drug SMILES string, predict its absorption, distribution, metabolism, or excretion properties. Task type varies by dataset: regression for continuous measurements (e.g., permeability, clearance, half-life) or binary classification for categorical outcomes (e.g., BBB penetration, CYP inhibition). Dataset: cyp1a2_veith. (1) The molecule is COc1ccc(C(=O)N2CCC[C@@]3(CCN(Cc4ccc(C#N)cc4)C3)C2)cc1. The result is 0 (non-inhibitor). (2) The molecule is COC(=O)N1CCC2(CCCN(C(=O)Nc3cccc(C#N)c3)C2)CC1. The result is 0 (non-inhibitor). (3) The drug is CS[C@@H](CC(=O)O)C(=O)O. The result is 0 (non-inhibitor). (4) The molecule is CC(=O)Nc1ccc(OCC(O)Cn2cnc3ccccc32)cc1. The result is 0 (non-inhibitor). (5) The drug is O=C(COc1ccccc1Cl)NC(=S)Nc1cccc(NC(=O)c2ccccc2Cl)c1. The result is 1 (inhibitor). (6) The compound is COc1ccc(/C=N/NC(=O)c2ccn[nH]2)cc1COc1ccc(Cl)cc1. The result is 1 (inhibitor).